This data is from Forward reaction prediction with 1.9M reactions from USPTO patents (1976-2016). The task is: Predict the product of the given reaction. (1) The product is: [F:8][C:5]1[N:6]=[CH:7][C:2]([C:17]2[C:16]([CH3:15])=[N:21][CH:20]=[C:19]([NH:22][C:23](=[O:34])[C:24]3[CH:29]=[CH:28][CH:27]=[C:26]([C:30]([F:33])([F:31])[F:32])[CH:25]=3)[CH:18]=2)=[CH:3][C:4]=1[N:9]1[CH2:14][CH2:13][O:12][CH2:11][CH2:10]1. Given the reactants Br[C:2]1[CH:3]=[C:4]([N:9]2[CH2:14][CH2:13][O:12][CH2:11][CH2:10]2)[C:5]([F:8])=[N:6][CH:7]=1.[CH3:15][C:16]1[N:21]=[CH:20][C:19]([NH:22][C:23](=[O:34])[C:24]2[CH:29]=[CH:28][CH:27]=[C:26]([C:30]([F:33])([F:32])[F:31])[CH:25]=2)=[CH:18][C:17]=1B1OC(C)(C)C(C)(C)O1, predict the reaction product. (2) Given the reactants [O:1]=[C:2]1[CH2:7][O:6][C:5]2[N:8]=[C:9]([C:18]3[CH:23]=[CH:22][C:21]([C:24]4([NH:28][C:29](=[O:35])[O:30][C:31]([CH3:34])([CH3:33])[CH3:32])[CH2:27][CH2:26][CH2:25]4)=[CH:20][CH:19]=3)[C:10]([C:12]3[CH:17]=[CH:16][CH:15]=[CH:14][CH:13]=3)=[CH:11][C:4]=2[NH:3]1.C(=O)([O-])[O-].[K+].[K+].Br[CH:43]1[CH2:47][CH2:46][CH2:45][CH2:44]1, predict the reaction product. The product is: [CH:43]1([N:3]2[C:2](=[O:1])[CH2:7][O:6][C:5]3[N:8]=[C:9]([C:18]4[CH:23]=[CH:22][C:21]([C:24]5([NH:28][C:29](=[O:35])[O:30][C:31]([CH3:32])([CH3:34])[CH3:33])[CH2:25][CH2:26][CH2:27]5)=[CH:20][CH:19]=4)[C:10]([C:12]4[CH:13]=[CH:14][CH:15]=[CH:16][CH:17]=4)=[CH:11][C:4]2=3)[CH2:47][CH2:46][CH2:45][CH2:44]1.